From a dataset of Catalyst prediction with 721,799 reactions and 888 catalyst types from USPTO. Predict which catalyst facilitates the given reaction. (1) Reactant: [NH2:1][C:2]1[CH:7]=[CH:6][CH:5]=[CH:4][N:3]=1.[CH:8](=O)[CH2:9][CH2:10][CH3:11].C(O[BH-](OC(=O)C)OC(=O)C)(=O)C.[Na+].C(OCC)(=O)C. Product: [CH2:8]([NH:1][C:2]1[CH:7]=[CH:6][CH:5]=[CH:4][N:3]=1)[CH2:9][CH2:10][CH3:11]. The catalyst class is: 845. (2) Reactant: [Cl:1][C:2]1[CH:7]=[CH:6][C:5](N)=[CH:4][N:3]=1.C[Si]([N-:13][Si](C)(C)C)(C)C.[Na+].[C:19](O[C:19]([O:21][C:22]([CH3:25])([CH3:24])[CH3:23])=[O:20])([O:21][C:22]([CH3:25])([CH3:24])[CH3:23])=[O:20]. Product: [Cl:1][C:2]1[N:3]=[C:4]([NH:13][C:19](=[O:20])[O:21][C:22]([CH3:25])([CH3:24])[CH3:23])[CH:5]=[CH:6][CH:7]=1. The catalyst class is: 1. (3) Reactant: Cl.[O:2]=[C:3]1[NH:11][C:10]2[C:5](=[N:6][C:7]([C:12]3[CH:13]=[N:14][N:15]4[CH:20]=[CH:19][C:18]([C:21]#[N:22])=[CH:17][C:16]=34)=[N:8][CH:9]=2)[N:4]1[C@H:23]1[CH2:28][CH2:27][CH2:26][NH:25][CH2:24]1.[C:29]([CH2:31][C:32](ON1C(=O)CCC1=O)=[O:33])#[N:30]. Product: [C:29]([CH2:31][C:32]([N:25]1[CH2:26][CH2:27][CH2:28][C@H:23]([N:4]2[C:3](=[O:2])[NH:11][C:10]3[C:5]2=[N:6][C:7]([C:12]2[CH:13]=[N:14][N:15]4[CH:20]=[CH:19][C:18]([C:21]#[N:22])=[CH:17][C:16]=24)=[N:8][CH:9]=3)[CH2:24]1)=[O:33])#[N:30]. The catalyst class is: 3. (4) Reactant: CC(OI1(OC(C)=O)(OC(C)=O)OC(=O)C2C=CC=CC1=2)=O.[Br:23][C:24]1[CH:25]=[C:26]2[C:31](=[CH:32][CH:33]=1)[CH2:30][CH:29]([NH:34][C:35]([C:37]1[CH:41]=[C:40]([C:42]3[CH:47]=[CH:46][C:45]([Cl:48])=[CH:44][CH:43]=3)[O:39][C:38]=1[CH2:49][CH2:50]O)=[O:36])[CH2:28][CH2:27]2.C(=O)([O-])O.[Na+]. Product: [Br:23][C:24]1[CH:25]=[C:26]2[C:31](=[CH:32][CH:33]=1)[CH2:30][CH:29]([N:34]1[CH:50]=[CH:49][C:38]3[O:39][C:40]([C:42]4[CH:47]=[CH:46][C:45]([Cl:48])=[CH:44][CH:43]=4)=[CH:41][C:37]=3[C:35]1=[O:36])[CH2:28][CH2:27]2. The catalyst class is: 10. (5) Reactant: [NH2:1][C:2]1[C:3]([Br:10])=[CH:4][C:5]([Cl:9])=[C:6]([OH:8])[CH:7]=1.C(=O)([O-])[O-].[Cs+].[Cs+].[I-].[Na+].Br[CH2:20][CH2:21][O:22][Si:23]([C:26]([CH3:29])([CH3:28])[CH3:27])([CH3:25])[CH3:24]. Product: [Br:10][C:3]1[CH:4]=[C:5]([Cl:9])[C:6]([O:8][CH2:20][CH2:21][O:22][Si:23]([C:26]([CH3:29])([CH3:28])[CH3:27])([CH3:25])[CH3:24])=[CH:7][C:2]=1[NH2:1]. The catalyst class is: 179. (6) Reactant: CCN(C(C)C)C(C)C.CS(O[CH2:15][CH2:16][O:17][C:18]1[CH:23]=[CH:22][C:21]([CH:24]2[CH2:29][CH2:28][N:27]([C:30]3[CH:31]=[CH:32][C:33]4[N:34]([C:36]([C:39]([F:42])([F:41])[F:40])=[N:37][N:38]=4)[N:35]=3)[CH2:26][CH2:25]2)=[CH:20][CH:19]=1)(=O)=O.[CH3:43][N:44]1[CH2:49][CH2:48][NH:47][CH2:46][C:45]1=[O:50]. Product: [CH3:43][N:44]1[CH2:49][CH2:48][N:47]([CH2:15][CH2:16][O:17][C:18]2[CH:19]=[CH:20][C:21]([CH:24]3[CH2:25][CH2:26][N:27]([C:30]4[CH:31]=[CH:32][C:33]5[N:34]([C:36]([C:39]([F:40])([F:41])[F:42])=[N:37][N:38]=5)[N:35]=4)[CH2:28][CH2:29]3)=[CH:22][CH:23]=2)[CH2:46][C:45]1=[O:50]. The catalyst class is: 44. (7) Reactant: [C:1]([O-:4])(=[S:3])[CH3:2].[K+].Br[CH2:7][CH:8]([CH:12]1[CH2:16][CH2:15][CH2:14][CH2:13]1)[C:9]([OH:11])=[O:10].O. Product: [C:1]([S:3][CH2:7][CH:8]([CH:12]1[CH2:16][CH2:15][CH2:14][CH2:13]1)[C:9]([OH:11])=[O:10])(=[O:4])[CH3:2]. The catalyst class is: 3. (8) Reactant: [Cl:1][C:2]1[CH:3]=[C:4](I)[C:5]([NH2:8])=[N:6][CH:7]=1.[CH3:10][O:11][C:12]1[CH:17]=[CH:16][CH:15]=[CH:14][C:13]=1B(O)O.C(=O)([O-])[O-].[K+].[K+].C1(C)C=CC=CC=1. Product: [Cl:1][C:2]1[CH:3]=[C:4]([C:13]2[CH:14]=[CH:15][CH:16]=[CH:17][C:12]=2[O:11][CH3:10])[C:5]([NH2:8])=[N:6][CH:7]=1. The catalyst class is: 6. (9) Reactant: [Br:1][C:2]1[CH:3]=[C:4]([N+:14]([O-])=O)[C:5]([N:8]2[CH2:13][CH2:12][O:11][CH2:10][CH2:9]2)=[N:6][CH:7]=1.O.O.[Sn](Cl)Cl. Product: [Br:1][C:2]1[CH:3]=[C:4]([NH2:14])[C:5]([N:8]2[CH2:13][CH2:12][O:11][CH2:10][CH2:9]2)=[N:6][CH:7]=1. The catalyst class is: 25. (10) Reactant: [CH2:1]([O:3][C:4]([NH:6][C:7]1[CH:8]=[CH:9][C:10]([N:14]2[CH2:18][CH2:17][C@@H:16]([NH:19][C:20]([O:22][C:23]([CH3:26])([CH3:25])[CH3:24])=[O:21])[CH2:15]2)=[C:11]([F:13])[CH:12]=1)=[O:5])[CH3:2].C[C:28](C)([O-:30])C.[Li+].C(OC(=O)CCC)[C@@H]1OC1.CO. Product: [F:13][C:11]1[CH:12]=[C:7]([N:6]2[CH2:2][C@H:1]([CH2:28][OH:30])[O:3][C:4]2=[O:5])[CH:8]=[CH:9][C:10]=1[N:14]1[CH2:18][CH2:17][C@@H:16]([NH:19][C:20]([O:22][C:23]([CH3:25])([CH3:24])[CH3:26])=[O:21])[CH2:15]1. The catalyst class is: 7.